From a dataset of Forward reaction prediction with 1.9M reactions from USPTO patents (1976-2016). Predict the product of the given reaction. (1) Given the reactants [NH2:1][C:2]1[CH:7]=[CH:6][C:5](I)=[CH:4][C:3]=1[CH:9]1[C:14]2([C:22]3[C:17](=[CH:18][C:19]([Cl:23])=[CH:20][CH:21]=3)[NH:16][C:15]2=[O:24])[CH:13]([C:25]2[CH:30]=[CH:29][CH:28]=[C:27]([Cl:31])[CH:26]=2)[CH2:12][C:11](=[O:32])[NH:10]1.C[Si]([C:37]#[CH:38])(C)C.C(N(CC)CC)C.[OH-].[Na+], predict the reaction product. The product is: [NH2:1][C:2]1[CH:7]=[CH:6][C:5]([C:37]#[CH:38])=[CH:4][C:3]=1[CH:9]1[C:14]2([C:22]3[C:17](=[CH:18][C:19]([Cl:23])=[CH:20][CH:21]=3)[NH:16][C:15]2=[O:24])[CH:13]([C:25]2[CH:30]=[CH:29][CH:28]=[C:27]([Cl:31])[CH:26]=2)[CH2:12][C:11](=[O:32])[NH:10]1. (2) Given the reactants N(C(OCC)=O)=NC(OCC)=O.[Cl:13][C:14]1[C:23]2[C:18](=[CH:19][C:20]([O:25][CH3:26])=[C:21]([OH:24])[CH:22]=2)[N:17]=[CH:16][N:15]=1.[CH3:27][N:28]1[CH2:32][CH2:31][CH:30](O)[CH2:29]1.C1(P(C2C=CC=CC=2)C2C=CC=CC=2)C=CC=CC=1, predict the reaction product. The product is: [Cl:13][C:14]1[C:23]2[C:18](=[CH:19][C:20]([O:25][CH3:26])=[C:21]([O:24][CH:30]3[CH2:31][CH2:32][N:28]([CH3:27])[CH2:29]3)[CH:22]=2)[N:17]=[CH:16][N:15]=1. (3) Given the reactants [F:1][C:2]1[CH:7]=[C:6]([CH:8]([NH:21][CH:22]2[CH2:26][CH2:25][CH2:24][CH2:23]2)[CH:9]([C:11]2[CH:16]=[CH:15][CH:14]=[C:13]([C:17]([F:20])([F:19])[F:18])[CH:12]=2)[OH:10])[CH:5]=[CH:4][N:3]=1.C(NC(C)C)(C)C.[C:34](Cl)(=[O:36])[CH3:35].C(O)(=O)CC(CC(O)=O)(C(O)=O)O, predict the reaction product. The product is: [F:1][C:2]1[CH:7]=[C:6]([CH:8]([N:21]([CH:22]2[CH2:26][CH2:25][CH2:24][CH2:23]2)[C:34](=[O:36])[CH3:35])[CH:9]([C:11]2[CH:16]=[CH:15][CH:14]=[C:13]([C:17]([F:19])([F:20])[F:18])[CH:12]=2)[OH:10])[CH:5]=[CH:4][N:3]=1. (4) Given the reactants [NH2:1][C:2]1[CH:7]=[CH:6][C:5]([NH:8][C:9]([NH:11][C:12]2[CH:17]=[CH:16][CH:15]=[CH:14][CH:13]=2)=[O:10])=[CH:4][CH:3]=1.N1C=CC=CC=1.[C:24]1([CH3:34])[CH:29]=[CH:28][C:27]([S:30](Cl)(=[O:32])=[O:31])=[CH:26][CH:25]=1, predict the reaction product. The product is: [CH3:34][C:24]1[CH:29]=[CH:28][C:27]([S:30]([NH:1][C:2]2[CH:3]=[CH:4][C:5]([NH:8][C:9]([NH:11][C:12]3[CH:13]=[CH:14][CH:15]=[CH:16][CH:17]=3)=[O:10])=[CH:6][CH:7]=2)(=[O:32])=[O:31])=[CH:26][CH:25]=1. (5) The product is: [CH2:20]([C:15]1[CH:16]=[CH:17][C:12]([N:9]2[C:10]([CH3:11])=[C:6]([C:4]([OH:3])=[O:5])[CH:7]=[N:8]2)=[N:13][C:14]=1[CH3:19])[CH3:21]. Given the reactants C([O:3][C:4]([C:6]1[CH:7]=[N:8][N:9]([C:12]2[CH:17]=[CH:16][C:15](I)=[C:14]([CH3:19])[N:13]=2)[C:10]=1[CH3:11])=[O:5])C.[CH2:20](OC(C1C=NN(C2C=CC(Br)=CN=2)C=1C)=O)[CH3:21], predict the reaction product.